Dataset: Full USPTO retrosynthesis dataset with 1.9M reactions from patents (1976-2016). Task: Predict the reactants needed to synthesize the given product. (1) Given the product [Cl:20][C:15]1[C:14]([F:21])=[C:13]([CH:18]=[CH:17][C:16]=1[F:19])[C:12]([N:11]([CH2:10][CH2:9][OH:8])[CH3:23])=[O:22], predict the reactants needed to synthesize it. The reactants are: [Si]([O:8][CH2:9][CH2:10][N:11]([CH3:23])[C:12](=[O:22])[C:13]1[CH:18]=[CH:17][C:16]([F:19])=[C:15]([Cl:20])[C:14]=1[F:21])(C(C)(C)C)(C)C.OC1C=C(C=C(O[C@@H](C)CO[Si](C(C)C)(C(C)C)C(C)C)C=1)C(NC1C=CN(C)N=1)=O.C(=O)([O-])[O-].[K+].[K+].O. (2) Given the product [NH2:1][C:2]1[N:3]=[C:4]([S:16][CH2:18][CH2:19][S:20][CH3:21])[C:5]([C:14]#[N:15])=[C:6]([C:8]2[CH:13]=[CH:12][CH:11]=[CH:10][CH:9]=2)[N:7]=1, predict the reactants needed to synthesize it. The reactants are: [NH2:1][C:2]1[NH:3][C:4](=[S:16])[C:5]([C:14]#[N:15])=[C:6]([C:8]2[CH:13]=[CH:12][CH:11]=[CH:10][CH:9]=2)[N:7]=1.Cl[CH2:18][CH2:19][S:20][CH3:21].CC[O-].[Na+]. (3) Given the product [F:27][C:24]([F:25])([F:26])[C:22]1[O:21][C:20](=[O:28])[CH:19]=[C:18]([C:2]2[CH:7]=[CH:6][C:5]([C:8]([F:11])([F:10])[F:9])=[CH:4][CH:3]=2)[CH:23]=1, predict the reactants needed to synthesize it. The reactants are: I[C:2]1[CH:7]=[CH:6][C:5]([C:8]([F:11])([F:10])[F:9])=[CH:4][CH:3]=1.C([Mg]Cl)(C)C.Br[C:18]1[CH:23]=[C:22]([C:24]([F:27])([F:26])[F:25])[O:21][C:20](=[O:28])[CH:19]=1.Cl. (4) Given the product [CH3:1][O:2][C@@H:3]([CH2:7][C:8]1[CH:9]=[CH:10][C:11]([OH:14])=[CH:12][CH:13]=1)[C:4]([OH:6])=[O:5], predict the reactants needed to synthesize it. The reactants are: [CH3:1][O:2][C@@H:3]([CH2:7][C:8]1[CH:13]=[CH:12][C:11]([O:14]C(C)(C)C)=[CH:10][CH:9]=1)[C:4]([OH:6])=[O:5].[OH-].[Na+]. (5) Given the product [CH3:1][C:2]1[N:10]([CH:11]([CH:12]([OH:13])[C:26]([F:29])([F:28])[F:27])[CH3:14])[C:5]2=[N:6][CH:7]=[CH:8][CH:9]=[C:4]2[C:3]=1[C:15]([O:17][C:18]([CH3:20])([CH3:19])[CH3:21])=[O:16], predict the reactants needed to synthesize it. The reactants are: [CH3:1][C:2]1[N:10]([CH:11]([CH3:14])[CH:12]=[O:13])[C:5]2=[N:6][CH:7]=[CH:8][CH:9]=[C:4]2[C:3]=1[C:15]([O:17][C:18]([CH3:21])([CH3:20])[CH3:19])=[O:16].[Si]([C:26]([F:29])([F:28])[F:27])(C)(C)C.CCCC[N+](CCCC)(CCCC)CCCC.[F-].[NH4+].[Cl-]. (6) Given the product [CH3:1][C:2]1[CH:7]=[CH:6][CH:5]=[CH:4][C:3]=1[NH:8][C:9]1[S:33][C:12]2[CH:13]=[C:14]([CH2:17][C:18]([O:20][CH2:21][CH3:22])=[O:19])[CH:15]=[CH:16][C:11]=2[N:10]=1, predict the reactants needed to synthesize it. The reactants are: [CH3:1][C:2]1[CH:7]=[CH:6][CH:5]=[CH:4][C:3]=1[NH:8][C:9](=[S:33])[NH:10][C:11]1[CH:16]=[CH:15][C:14]([CH2:17][C:18]([O:20][CH2:21][CH3:22])=[O:19])=[CH:13][C:12]=1SCC1C=CC(OC)=CC=1.O. (7) Given the product [Br:16][CH2:11][C:10]([C:9]1[C:5]([CH:3]([O:2][CH3:1])[CH3:4])=[N:6][NH:7][CH:8]=1)=[O:12], predict the reactants needed to synthesize it. The reactants are: [CH3:1][O:2][CH:3]([C:5]1[C:9]([C:10](=[O:12])[CH3:11])=[CH:8][N:7](COC)[N:6]=1)[CH3:4].[Br-:16].[Br-].[Br-].C1([N+](C)(C)C)C=CC=CC=1.C1([N+](C)(C)C)C=CC=CC=1.C1([N+](C)(C)C)C=CC=CC=1. (8) Given the product [CH3:1][C:2]1([CH3:14])[CH2:3][CH2:4][C:5](=[O:13])[C:6]2[CH:7]=[C:8](/[CH:16]=[CH:15]/[C:17]3[CH:27]=[CH:26][C:20]([C:21]([O:23][CH2:24][CH3:25])=[O:22])=[CH:19][CH:18]=3)[CH:9]=[CH:10][C:11]1=2, predict the reactants needed to synthesize it. The reactants are: [CH3:1][C:2]1([CH3:14])[C:11]2[C:6](=[CH:7][C:8](Br)=[CH:9][CH:10]=2)[C:5](=[O:13])[CH2:4][CH2:3]1.[CH:15]([C:17]1[CH:27]=[CH:26][C:20]([C:21]([O:23][CH2:24][CH3:25])=[O:22])=[CH:19][CH:18]=1)=[CH2:16].CC1C=CC=CC=1P(C1C=CC=CC=1C)C1C=CC=CC=1C.